This data is from Catalyst prediction with 721,799 reactions and 888 catalyst types from USPTO. The task is: Predict which catalyst facilitates the given reaction. (1) Reactant: [Br:1][C:2]1[CH:10]=[C:9]([F:11])[CH:8]=[CH:7][C:3]=1[C:4]([OH:6])=[O:5].[CH3:12]O. Product: [Br:1][C:2]1[CH:10]=[C:9]([F:11])[CH:8]=[CH:7][C:3]=1[C:4]([O:6][CH3:12])=[O:5]. The catalyst class is: 33. (2) Reactant: Cl.[NH2:2][C:3]1[N:8]=[C:7]([C:9]2[CH:18]=[C:17]3[C:12]([CH2:13][CH2:14][N:15]([C:19](=[O:34])[CH2:20][CH:21]4[CH2:26][CH2:25][N:24](C(OC(C)(C)C)=O)[CH2:23][CH2:22]4)[CH2:16]3)=[CH:11][CH:10]=2)[CH:6]=[C:5]([N:35]2[CH2:40][CH2:39][N:38]([CH3:41])[CH2:37][CH2:36]2)[N:4]=1. Product: [CH3:41][N:38]1[CH2:37][CH2:36][N:35]([C:5]2[CH:6]=[C:7]([C:9]3[CH:18]=[C:17]4[C:12]([CH2:13][CH2:14][N:15]([C:19](=[O:34])[CH2:20][CH:21]5[CH2:26][CH2:25][NH:24][CH2:23][CH2:22]5)[CH2:16]4)=[CH:11][CH:10]=3)[N:8]=[C:3]([NH2:2])[N:4]=2)[CH2:40][CH2:39]1. The catalyst class is: 169.